The task is: Regression/Classification. Given a drug SMILES string, predict its toxicity properties. Task type varies by dataset: regression for continuous values (e.g., LD50, hERG inhibition percentage) or binary classification for toxic/non-toxic outcomes (e.g., AMES mutagenicity, cardiotoxicity, hepatotoxicity). Dataset: ld50_zhu.. This data is from Acute oral toxicity (LD50) regression data from Zhu et al.. (1) The compound is CC12CC=CCC1C(=O)OC2=O. The rat oral LD50 is 1.84, given as -log10 of the dose in mol/kg body weight (higher means more acutely toxic). (2) The compound is CN(C(=O)c1cc(C(F)(F)F)cc(C(F)(F)F)c1)c1nc(C(F)(F)F)c(Cl)s1. The rat oral LD50 is 2.96, given as -log10 of the dose in mol/kg body weight (higher means more acutely toxic). (3) The molecule is Nc1nnc(C=Cc2ccc([N+](=O)[O-])o2)s1. The rat oral LD50 is 2.10, given as -log10 of the dose in mol/kg body weight (higher means more acutely toxic). (4) The compound is NNC(=O)CSc1cc(Oc2ccc(F)cc2)ncn1. The rat oral LD50 is 2.87, given as -log10 of the dose in mol/kg body weight (higher means more acutely toxic). (5) The drug is Cc1cc(Cl)ccc1N=CN(C)C. The rat oral LD50 is 3.09, given as -log10 of the dose in mol/kg body weight (higher means more acutely toxic). (6) The rat oral LD50 is 3.96, given as -log10 of the dose in mol/kg body weight (higher means more acutely toxic). The drug is COC(=O)C=C(CC(=O)OC)OP(=O)(OC)OC. (7) The compound is N#Cc1ccc([N+](=O)[O-])cc1. The rat oral LD50 is 3.69, given as -log10 of the dose in mol/kg body weight (higher means more acutely toxic). (8) The rat oral LD50 is 2.13, given as -log10 of the dose in mol/kg body weight (higher means more acutely toxic). The drug is O=C(Oc1cccc(O)c1)c1ccccc1. (9) The compound is CN1C(=O)CC(=O)N(c2ccccc2)c2cc(Cl)ccc21. The rat oral LD50 is 1.70, given as -log10 of the dose in mol/kg body weight (higher means more acutely toxic).